Dataset: Full USPTO retrosynthesis dataset with 1.9M reactions from patents (1976-2016). Task: Predict the reactants needed to synthesize the given product. (1) Given the product [CH2:1]([O:3][C:4](=[O:24])[CH2:5][O:6][C:7]1[CH:12]=[C:11]([O:13][CH3:14])[C:10]([Cl:15])=[CH:9][C:8]=1[C:16](=[O:23])[C:17]1[CH:18]=[CH:19][CH:20]=[CH:21][CH:22]=1)[CH3:2], predict the reactants needed to synthesize it. The reactants are: [CH2:1]([O:3][C:4](=[O:24])[CH2:5][O:6][C:7]1[CH:12]=[C:11]([O:13][CH3:14])[C:10]([Cl:15])=[CH:9][C:8]=1[CH:16]([OH:23])[C:17]1[CH:22]=[CH:21][CH:20]=[CH:19][CH:18]=1)[CH3:2]. (2) Given the product [C:39]([N:2]1[CH2:7][CH2:6][CH2:5][CH:4]([CH2:8][NH:9][C:10]([C:12]2[C:20]3[C:15](=[N:16][CH:17]=[C:18]([CH:21]4[CH2:22][CH2:23]4)[N:19]=3)[N:14]([CH2:24][O:25][CH2:26][CH2:27][Si:28]([CH3:31])([CH3:30])[CH3:29])[CH:13]=2)=[O:11])[CH2:3]1)(=[O:41])[CH3:40], predict the reactants needed to synthesize it. The reactants are: Cl.[NH:2]1[CH2:7][CH2:6][CH2:5][CH:4]([CH2:8][NH:9][C:10]([C:12]2[C:20]3[C:15](=[N:16][CH:17]=[C:18]([CH:21]4[CH2:23][CH2:22]4)[N:19]=3)[N:14]([CH2:24][O:25][CH2:26][CH2:27][Si:28]([CH3:31])([CH3:30])[CH3:29])[CH:13]=2)=[O:11])[CH2:3]1.C(N(CC)CC)C.[C:39](Cl)(=[O:41])[CH3:40].